From a dataset of Forward reaction prediction with 1.9M reactions from USPTO patents (1976-2016). Predict the product of the given reaction. (1) Given the reactants [C:1]([O:5][C:6]([N:8]([CH2:27][CH2:28][CH3:29])[C@@H:9]([CH2:13][CH2:14][C:15]1[N:19]([CH2:20][CH2:21][CH3:22])[C:18]2[CH:23]=[CH:24][CH:25]=[CH:26][C:17]=2[N:16]=1)[C:10](O)=[O:11])=[O:7])([CH3:4])([CH3:3])[CH3:2].CCN=C=NCCCN(C)C.Cl.[CH2:42]([O:49][NH2:50])[C:43]1[CH:48]=[CH:47][CH:46]=[CH:45][CH:44]=1, predict the reaction product. The product is: [C:1]([O:5][C:6]([N:8]([CH2:27][CH2:28][CH3:29])[C@@H:9]([CH2:13][CH2:14][C:15]1[N:19]([CH2:20][CH2:21][CH3:22])[C:18]2[CH:23]=[CH:24][CH:25]=[CH:26][C:17]=2[N:16]=1)[C:10]([NH:50][O:49][CH2:42][C:43]1[CH:48]=[CH:47][CH:46]=[CH:45][CH:44]=1)=[O:11])=[O:7])([CH3:4])([CH3:2])[CH3:3]. (2) Given the reactants C([O:5][C:6]1[C:7]([CH2:12][N:13]2[CH2:18][CH2:17][C:16]([C:20](=[O:29])[CH2:21][C:22]3[CH:27]=[CH:26][CH:25]=[CH:24][C:23]=3[F:28])([CH3:19])[CH2:15][CH2:14]2)=[N:8][CH:9]=[CH:10][N:11]=1)(C)(C)C.C(=O)(O)[O-].[Na+].ClCCl, predict the reaction product. The product is: [F:28][C:23]1[CH:24]=[CH:25][CH:26]=[CH:27][C:22]=1[CH2:21][C:20]([C:16]1([CH3:19])[CH2:15][CH2:14][N:13]([CH2:12][C:7]2[C:6](=[O:5])[NH:11][CH:10]=[CH:9][N:8]=2)[CH2:18][CH2:17]1)=[O:29]. (3) Given the reactants [Cl:1][C:2]1[CH:9]=[C:8]([NH:10][CH2:11][C:12]([F:15])([F:14])[F:13])[CH:7]=[CH:6][C:3]=1[C:4]#[N:5].Cl.Cl[CH2:18][C:19]1[N:20]=[CH:21][S:22][CH:23]=1.C([O-])([O-])=O.[Cs+].[Cs+], predict the reaction product. The product is: [Cl:1][C:2]1[CH:9]=[C:8]([N:10]([CH2:18][C:19]2[N:20]=[CH:21][S:22][CH:23]=2)[CH2:11][C:12]([F:13])([F:14])[F:15])[CH:7]=[CH:6][C:3]=1[C:4]#[N:5]. (4) Given the reactants [F:1][C:2]([F:16])([F:15])[C:3]([C:6]1[O:10][N:9]=[C:8]([NH:11][C:12](=[O:14])[CH3:13])[CH:7]=1)([CH3:5])[CH3:4].Br[C:18]1[CH:19]=[CH:20][C:21]([NH:24][CH2:25][CH2:26][N:27]2[CH2:32][CH2:31][O:30][CH2:29][CH2:28]2)=[N:22][CH:23]=1.C(=O)([O-])[O-].[Na+].[Na+].O1[CH2:44][CH2:43]OCC1, predict the reaction product. The product is: [O:30]1[CH2:31][CH2:32][N:27]([CH2:26][CH2:25][NH:24][C:21]2[N:22]=[CH:23][C:18]([C:44]3[CH:43]=[CH:7][C:6]([CH2:13][C:12]([NH:11][C:8]4[CH:7]=[C:6]([C:3]([CH3:4])([CH3:5])[C:2]([F:1])([F:15])[F:16])[O:10][N:9]=4)=[O:14])=[CH:3][CH:2]=3)=[CH:19][CH:20]=2)[CH2:28][CH2:29]1. (5) Given the reactants [CH3:1][O:2][C:3](=[O:11])[C:4]1[CH:9]=[CH:8][C:7]([I:10])=[CH:6][CH:5]=1.[N+:12]([O-])([OH:14])=[O:13].C(OCC)(=O)C, predict the reaction product. The product is: [CH3:1][O:2][C:3](=[O:11])[C:4]1[CH:9]=[CH:8][C:7]([I:10])=[C:6]([N+:12]([O-:14])=[O:13])[CH:5]=1. (6) The product is: [CH2:12]([O:14][C:15]1[C:16]([CH2:39][N:40]2[CH2:41][CH2:42][CH2:43][CH2:44][CH2:45]2)=[C:17]2[C:22](=[C:23]3[CH2:27][C:26]([CH3:28])([CH3:29])[O:25][C:24]=13)[C:21]([C:30]1[CH:31]=[C:32]([NH:36][C:4]([C:3]3[CH:7]=[CH:8][CH:9]=[CH:10][C:2]=3[C:1]([OH:6])=[O:11])=[O:5])[CH:33]=[CH:34][CH:35]=1)=[N:20][C:19]([CH3:38])([CH3:37])[CH2:18]2)[CH3:13]. Given the reactants [C:1]1(=[O:11])[O:6][C:4](=[O:5])[C:3]2=[CH:7][CH:8]=[CH:9][CH:10]=[C:2]12.[CH2:12]([O:14][C:15]1[C:16]([CH2:39][N:40]2[CH2:45][CH2:44][CH2:43][CH2:42][CH2:41]2)=[C:17]2[C:22](=[C:23]3[CH2:27][C:26]([CH3:29])([CH3:28])[O:25][C:24]=13)[C:21]([C:30]1[CH:31]=[C:32]([NH2:36])[CH:33]=[CH:34][CH:35]=1)=[N:20][C:19]([CH3:38])([CH3:37])[CH2:18]2)[CH3:13].C(OC(C)C)(C)C, predict the reaction product.